From a dataset of Full USPTO retrosynthesis dataset with 1.9M reactions from patents (1976-2016). Predict the reactants needed to synthesize the given product. (1) Given the product [ClH:1].[ClH:1].[CH3:18][C:14]1[N:13]=[C:12]([C:9]2[CH:10]=[CH:11][N:6]([CH2:5][CH2:4][CH2:3][CH2:2][N:30]3[CH2:31][C@H:32]4[C@:28]([C:25]5[CH:24]=[CH:23][C:22]([C:21]([F:20])([F:35])[F:34])=[CH:27][CH:26]=5)([CH2:33]4)[CH2:29]3)[C:7](=[O:19])[N:8]=2)[CH:17]=[CH:16][CH:15]=1, predict the reactants needed to synthesize it. The reactants are: [Cl:1][CH2:2][CH2:3][CH2:4][CH2:5][N:6]1[CH:11]=[CH:10][C:9]([C:12]2[CH:17]=[CH:16][CH:15]=[C:14]([CH3:18])[N:13]=2)=[N:8][C:7]1=[O:19].[F:20][C:21]([F:35])([F:34])[C:22]1[CH:27]=[CH:26][C:25]([C@:28]23[CH2:33][C@H:32]2[CH2:31][NH:30][CH2:29]3)=[CH:24][CH:23]=1.CCN(C(C)C)C(C)C. (2) Given the product [CH3:1][N:2]1[C:16]([C:15]2[CH:18]=[CH:19][CH:20]=[CH:21][C:14]=2[OH:13])=[N:5][C:4]([C:6]2[C:11]([CH3:12])=[CH:10][CH:9]=[CH:8][N:7]=2)=[N:3]1, predict the reactants needed to synthesize it. The reactants are: [CH3:1][NH:2][NH:3][C:4]([C:6]1[C:11]([CH3:12])=[CH:10][CH:9]=[CH:8][N:7]=1)=[NH:5].[OH:13][C:14]1[CH:21]=[CH:20][CH:19]=[CH:18][C:15]=1[CH:16]=O.